From a dataset of Forward reaction prediction with 1.9M reactions from USPTO patents (1976-2016). Predict the product of the given reaction. (1) Given the reactants O1CCC[CH2:2]1.[CH3:6][O:7][C:8]1[CH:9]=[C:10]([CH:14]=[C:15]([O:19][CH3:20])[C:16]=1[O:17][CH3:18])[CH2:11][CH2:12][NH2:13].C(O)(=O)C.C(OC(=O)C)(=O)C, predict the reaction product. The product is: [CH3:2][NH:13][CH2:12][CH2:11][C:10]1[CH:14]=[C:15]([O:19][CH3:20])[C:16]([O:17][CH3:18])=[C:8]([O:7][CH3:6])[CH:9]=1. (2) The product is: [CH3:1][N:2]1[CH2:7][CH2:6][N:5]([S:8]([C:11]2[CH:17]=[CH:16][C:14]([N:15]=[C:19]=[O:22])=[CH:13][CH:12]=2)(=[O:10])=[O:9])[CH2:4][CH2:3]1. Given the reactants [CH3:1][N:2]1[CH2:7][CH2:6][N:5]([S:8]([C:11]2[CH:17]=[CH:16][C:14]([NH2:15])=[CH:13][CH:12]=2)(=[O:10])=[O:9])[CH2:4][CH2:3]1.Cl[C:19]([O:22]C(Cl)=O)(Cl)Cl, predict the reaction product. (3) Given the reactants CO[C:3]([CH:5]1[CH2:8][N:7]([C:9]2[N:14]=[CH:13][CH:12]=[CH:11][N:10]=2)[CH2:6]1)=[O:4].Cl.[CH3:16][NH:17][O:18][CH3:19].C([Mg]Cl)(C)C, predict the reaction product. The product is: [CH3:19][O:18][N:17]([CH3:16])[C:3]([CH:5]1[CH2:6][N:7]([C:9]2[N:10]=[CH:11][CH:12]=[CH:13][N:14]=2)[CH2:8]1)=[O:4]. (4) Given the reactants Cl.[Cl:2][C:3]1[CH:4]=[C:5]([CH2:10][CH2:11][C@H:12]([NH2:14])[CH3:13])[CH:6]=[CH:7][C:8]=1Cl.[F:15][C:16]([F:25])([F:24])C1C=CC=CC=1O, predict the reaction product. The product is: [ClH:2].[F:15][C:16]([F:25])([F:24])[C:3]1[CH:4]=[C:5]([CH2:10][CH2:11][C@H:12]([NH2:14])[CH3:13])[CH:6]=[CH:7][CH:8]=1. (5) Given the reactants [C:1]([C:5]1[CH:9]=[C:8]([CH2:10][NH:11][C:12](=[O:33])[CH:13]([C:15]2[CH:20]=[CH:19][C:18]([C:21]3([O:24][Si](C(C)(C)C)(C)C)[CH2:23][CH2:22]3)=[C:17]([F:32])[CH:16]=2)[CH3:14])[N:7]([C:34]2[CH:39]=[CH:38][CH:37]=[C:36]([Cl:40])[CH:35]=2)[N:6]=1)([CH3:4])([CH3:3])[CH3:2].CCCC[N+](CCCC)(CCCC)CCCC.[F-], predict the reaction product. The product is: [C:1]([C:5]1[CH:9]=[C:8]([CH2:10][NH:11][C:12](=[O:33])[CH:13]([C:15]2[CH:20]=[CH:19][C:18]([C:21]3([OH:24])[CH2:23][CH2:22]3)=[C:17]([F:32])[CH:16]=2)[CH3:14])[N:7]([C:34]2[CH:39]=[CH:38][CH:37]=[C:36]([Cl:40])[CH:35]=2)[N:6]=1)([CH3:2])([CH3:3])[CH3:4]. (6) Given the reactants FC(F)(F)C1C=CN=C([C:9]2[CH:10]=[N:11][N:12]3[CH2:17][CH2:16][NH:15][CH2:14][C:13]=23)C=1.Cl[C:21]1[N:26]=[C:25]([CH3:27])[C:24]([F:28])=[CH:23][N:22]=1, predict the reaction product. The product is: [F:28][C:24]1[C:25]([CH3:27])=[N:26][C:21]([C:9]2[CH:10]=[N:11][N:12]3[CH2:17][CH2:16][NH:15][CH2:14][C:13]=23)=[N:22][CH:23]=1. (7) Given the reactants [Cl:1][CH2:2][CH2:3][CH2:4][CH2:5][C:6]1([CH2:17][CH:18]([CH3:20])[CH3:19])[C:14]2[C:9](=[C:10]([CH3:15])[CH:11]=[CH:12][CH:13]=2)[NH:8][C:7]1=[O:16].[Cl:21][C:22]1[CH:23]=[C:24]([N:28]2[CH2:33][CH2:32][NH:31][CH2:30][CH2:29]2)[CH:25]=[CH:26][CH:27]=1, predict the reaction product. The product is: [ClH:1].[Cl:21][C:22]1[CH:23]=[C:24]([N:28]2[CH2:33][CH2:32][N:31]([CH2:2][CH2:3][CH2:4][CH2:5][C:6]3([CH2:17][CH:18]([CH3:19])[CH3:20])[C:14]4[C:9](=[C:10]([CH3:15])[CH:11]=[CH:12][CH:13]=4)[NH:8][C:7]3=[O:16])[CH2:30][CH2:29]2)[CH:25]=[CH:26][CH:27]=1.